Dataset: Drug-target binding data from BindingDB using IC50 measurements. Task: Regression. Given a target protein amino acid sequence and a drug SMILES string, predict the binding affinity score between them. We predict pIC50 (pIC50 = -log10(IC50 in M); higher means more potent). Dataset: bindingdb_ic50. (1) The small molecule is CCCC(Oc1cccc2ccc(-c3nnc4ccccn34)nc12)[C@H](CC)CN. The target protein (O70444) has sequence MLLSKFGSLAHLCGPGGVDHLPVKILQPAKADKESFEKVYQVGAVLGSGGFGTVYAGSRIADGLPVAVKHVVKERVTEWGSLGGMAVPLEVVLLRKVGAAGGARGVIRLLDWFERPDGFLLVLERPEPAQDLFDFITERGALDEPLARRFFAQVLAAVRHCHNCGVVHRDIKDENLLVDLRSGELKLIDFGSGAVLKDTVYTDFDGTRVYSPPEWIRYHRYHGRSATVWSLGVLLYDMVCGDIPFEQDEEILRGRLFFRRRVSPECQQLIEWCLSLRPSERPSLDQIAAHPWMLGTEGSVPENCDLRLCALDTDDGASTTSSSESL. The pIC50 is 7.3. (2) The compound is Cc1ccc(C(c2ccc(C)cc2)(c2ccc(C(=O)NCCN)[nH]2)c2ccc(C(=O)NCCN)[nH]2)cc1.Cl.Cl. The target protein (P22459) has sequence MEVAMVSAESSGCNSHMPYGYAAQARARERERLAHSRAAAAAAVAAATAAVEGSGGSGGGSHHHHQSRGACTSHDPQSSRGSRRRRRQRSEKKKAHYRQSSFPHCSDLMPSGSEEKILRELSEEEEDEEEEEEEEEEGRFYYSEDDHGDECSYTDLLPQDEGGGGYSSVRYSDCCERVVINVSGLRFETQMKTLAQFPETLLGDPEKRTQYFDPLRNEYFFDRNRPSFDAILYYYQSGGRLKRPVNVPFDIFTEEVKFYQLGEEALLKFREDEGFVREEEDRALPENEFKKQIWLLFEYPESSSPARGIAIVSVLVILISIVIFCLETLPEFRDDRDLVMALSAGGHGGLLNDTSAPHLENSGHTIFNDPFFIVETVCIVWFSFEFVVRCFACPSQALFFKNIMNIIDIVSILPYFITLGTDLAQQQGGGNGQQQQAMSFAILRIIRLVRVFRIFKLSRHSKGLQILGHTLRASMRELGLLIFFLFIGVILFSSAVYFAE.... The pIC50 is 4.7.